Task: Regression. Given a peptide amino acid sequence and an MHC pseudo amino acid sequence, predict their binding affinity value. This is MHC class I binding data.. Dataset: Peptide-MHC class I binding affinity with 185,985 pairs from IEDB/IMGT (1) The peptide sequence is RAAIDRQVSV. The MHC is HLA-A02:03 with pseudo-sequence HLA-A02:03. The binding affinity (normalized) is 0.657. (2) The peptide sequence is GKLDPTNTL. The MHC is HLA-B57:01 with pseudo-sequence HLA-B57:01. The binding affinity (normalized) is 0.0847. (3) The peptide sequence is AENCYNLEI. The MHC is HLA-A25:01 with pseudo-sequence HLA-A25:01. The binding affinity (normalized) is 0.0847.